Predict the reactants needed to synthesize the given product. From a dataset of Full USPTO retrosynthesis dataset with 1.9M reactions from patents (1976-2016). (1) Given the product [CH2:19]([N:1]1[CH2:6][CH:5]=[C:4]([C:7]2[CH:12]=[CH:11][C:10]([NH2:13])=[C:9]([C:14]([F:15])([F:16])[F:17])[CH:8]=2)[CH2:3][CH2:2]1)[CH2:20][CH3:21], predict the reactants needed to synthesize it. The reactants are: [N:1]1[CH:6]=[CH:5][C:4]([C:7]2[CH:12]=[CH:11][C:10]([NH2:13])=[C:9]([C:14]([F:17])([F:16])[F:15])[CH:8]=2)=[CH:3][CH:2]=1.I[CH2:19][CH2:20][CH3:21]. (2) Given the product [ClH:42].[CH2:1]([C:3]1[C:8]([OH:9])=[CH:7][C:6]([OH:10])=[C:5]([C:11](=[O:29])[C:12]2[CH:17]=[CH:16][C:15]([O:18][CH2:19][CH2:20][N:21]3[CH2:26][CH2:25][O:24][CH2:23][CH2:22]3)=[C:14]([O:27][CH3:28])[CH:13]=2)[C:4]=1[CH2:30][C:31]([N:33]([CH2:34][CH2:35][O:36][CH3:37])[CH2:38][CH2:39][O:40][CH3:41])=[O:32])[CH3:2], predict the reactants needed to synthesize it. The reactants are: [CH2:1]([C:3]1[C:8]([OH:9])=[CH:7][C:6]([OH:10])=[C:5]([C:11](=[O:29])[C:12]2[CH:17]=[CH:16][C:15]([O:18][CH2:19][CH2:20][N:21]3[CH2:26][CH2:25][O:24][CH2:23][CH2:22]3)=[C:14]([O:27][CH3:28])[CH:13]=2)[C:4]=1[CH2:30][C:31]([N:33]([CH2:38][CH2:39][O:40][CH3:41])[CH2:34][CH2:35][O:36][CH3:37])=[O:32])[CH3:2].[ClH:42]. (3) Given the product [F:4][C:5]1[CH:30]=[CH:29][CH:28]=[C:27]([F:31])[C:6]=1[CH2:7][N:8]1[C:12]2[CH:13]=[CH:14][CH:15]=[C:16]([CH:17]=[O:18])[C:11]=2[N:10]=[C:9]1[C:19]1[C:20]([F:26])=[CH:21][CH:22]=[CH:23][C:24]=1[F:25], predict the reactants needed to synthesize it. The reactants are: C(Cl)Cl.[F:4][C:5]1[CH:30]=[CH:29][CH:28]=[C:27]([F:31])[C:6]=1[CH2:7][N:8]1[C:12]2[CH:13]=[CH:14][CH:15]=[C:16]([CH2:17][OH:18])[C:11]=2[N:10]=[C:9]1[C:19]1[C:24]([F:25])=[CH:23][CH:22]=[CH:21][C:20]=1[F:26]. (4) Given the product [F:1][C:2]([F:29])([F:30])[C:3]1[N:8]=[C:7]([C:9]2[C:14]([C:15]3[CH:16]=[CH:17][C:18]4[N:19]([CH:21]=[C:22]([C:24]([NH2:31])=[O:26])[N:23]=4)[CH:20]=3)=[CH:13][CH:12]=[CH:11][N:10]=2)[CH:6]=[CH:5][CH:4]=1, predict the reactants needed to synthesize it. The reactants are: [F:1][C:2]([F:30])([F:29])[C:3]1[N:8]=[C:7]([C:9]2[C:14]([C:15]3[CH:16]=[CH:17][C:18]4[N:19]([CH:21]=[C:22]([C:24]([O:26]CC)=O)[N:23]=4)[CH:20]=3)=[CH:13][CH:12]=[CH:11][N:10]=2)[CH:6]=[CH:5][CH:4]=1.[NH3:31]. (5) Given the product [Cl:1][C:2]1[CH:31]=[CH:30][C:5]([CH2:6][N:7]2[C:15]3[C:10](=[CH:11][C:12](/[CH:16]=[C:17]4/[C:18](=[O:29])[N:19]([CH:23]5[CH2:28][CH2:27][N:26]([CH2:39][CH2:38][O:37][CH3:36])[CH2:25][CH2:24]5)[C:20](=[O:22])[S:21]/4)=[CH:13][CH:14]=3)[CH:9]=[N:8]2)=[C:4]([C:32]([F:35])([F:34])[F:33])[CH:3]=1, predict the reactants needed to synthesize it. The reactants are: [Cl:1][C:2]1[CH:31]=[CH:30][C:5]([CH2:6][N:7]2[C:15]3[C:10](=[CH:11][C:12](/[CH:16]=[C:17]4/[C:18](=[O:29])[N:19]([CH:23]5[CH2:28][CH2:27][NH:26][CH2:25][CH2:24]5)[C:20](=[O:22])[S:21]/4)=[CH:13][CH:14]=3)[CH:9]=[N:8]2)=[C:4]([C:32]([F:35])([F:34])[F:33])[CH:3]=1.[CH3:36][O:37][CH2:38][CH2:39]Br.